Dataset: Catalyst prediction with 721,799 reactions and 888 catalyst types from USPTO. Task: Predict which catalyst facilitates the given reaction. (1) Reactant: C([O:3][CH:4](OCC)[C:5]1[CH:10]=[CH:9][C:8]([C:11]([OH:14])([CH3:13])[CH3:12])=[CH:7][C:6]=1[F:15])C.Cl. Product: [F:15][C:6]1[CH:7]=[C:8]([C:11]([OH:14])([CH3:12])[CH3:13])[CH:9]=[CH:10][C:5]=1[CH:4]=[O:3]. The catalyst class is: 21. (2) Reactant: [Br:1][C:2]1[CH:3]=[C:4]([CH:17]=[C:18]([Cl:20])[CH:19]=1)[O:5][C:6]1[C:7](Cl)=[N:8][CH:9]=[CH:10][C:11]=1[C:12]([F:15])([F:14])[F:13].[OH-:21].[K+]. Product: [Br:1][C:2]1[CH:3]=[C:4]([CH:17]=[C:18]([Cl:20])[CH:19]=1)[O:5][C:6]1[C:7](=[O:21])[NH:8][CH:9]=[CH:10][C:11]=1[C:12]([F:15])([F:14])[F:13]. The catalyst class is: 107. (3) Reactant: [OH-].[Na+].OO.[CH2:5]([O:8][CH2:9][CH2:10][N:11]([CH3:35])[C:12](=[O:34])[C:13]1[CH:18]=[CH:17][C:16]([CH2:19][CH2:20][S:21]([N:24]2[CH2:29][CH2:28][C:27]([NH2:32])([C:30]#[N:31])[CH2:26][CH2:25]2)(=[O:23])=[O:22])=[C:15]([CH3:33])[CH:14]=1)[CH:6]=[CH2:7].S([O-])([O-])=[O:37].[Na+].[Na+]. Product: [CH2:5]([O:8][CH2:9][CH2:10][N:11]([CH3:35])[C:12]([C:13]1[CH:18]=[CH:17][C:16]([CH2:19][CH2:20][S:21]([N:24]2[CH2:25][CH2:26][C:27]([NH2:32])([C:30]([NH2:31])=[O:37])[CH2:28][CH2:29]2)(=[O:22])=[O:23])=[C:15]([CH3:33])[CH:14]=1)=[O:34])[CH:6]=[CH2:7]. The catalyst class is: 816. (4) Reactant: [CH2:1]([N:8]1[CH2:12][CH2:11][N:10]([C@@H:13]([C:55]([CH3:58])([CH3:57])[CH3:56])[C:14]([NH:16][C@@H:17]([CH2:48][C:49]2[CH:54]=[CH:53][CH:52]=[CH:51][CH:50]=2)[C@@H:18]([OH:47])[CH2:19][C@@H:20]([NH:34][C:35]([C@@H:37]([NH:42][C:43](=[O:46])[O:44][CH3:45])[C:38]([CH3:41])([CH3:40])[CH3:39])=[O:36])[CH2:21][C:22]2[CH:27]=[CH:26][C:25]([C:28]3[CH:33]=[CH:32][CH:31]=[CH:30][N:29]=3)=[CH:24][CH:23]=2)=[O:15])[C:9]1=[O:59])[C:2]1[CH:7]=[CH:6][CH:5]=[CH:4][CH:3]=1.[CH3:60][S:61][CH3:62].C(OOC(=O)C1C=CC=CC=1)(=O)C1C=CC=CC=1.O. Product: [CH2:1]([N:8]1[CH2:12][CH2:11][N:10]([C@@H:13]([C:55]([CH3:58])([CH3:57])[CH3:56])[C:14]([NH:16][C@@H:17]([CH2:48][C:49]2[CH:54]=[CH:53][CH:52]=[CH:51][CH:50]=2)[C@@H:18]([O:47][CH2:60][S:61][CH3:62])[CH2:19][C@@H:20]([NH:34][C:35](=[O:36])[C@H:37]([C:38]([CH3:41])([CH3:40])[CH3:39])[NH:42][C:43]([O:44][CH3:45])=[O:46])[CH2:21][C:22]2[CH:27]=[CH:26][C:25]([C:28]3[CH:33]=[CH:32][CH:31]=[CH:30][N:29]=3)=[CH:24][CH:23]=2)=[O:15])[C:9]1=[O:59])[C:2]1[CH:3]=[CH:4][CH:5]=[CH:6][CH:7]=1. The catalyst class is: 115. (5) Reactant: [I:1]N1C(=O)CCC1=O.[CH3:9][C:10]1[N:11]=[C:12]([NH:15][C:16](=[O:18])[CH3:17])[S:13][CH:14]=1. Product: [I:1][C:14]1[S:13][C:12]([NH:15][C:16](=[O:18])[CH3:17])=[N:11][C:10]=1[CH3:9]. The catalyst class is: 10.